The task is: Predict the product of the given reaction.. This data is from Forward reaction prediction with 1.9M reactions from USPTO patents (1976-2016). (1) Given the reactants Br.[CH2:2]([N:9]1[CH2:14][CH2:13][CH2:12][C:11](O)([OH:15])[CH2:10]1)[C:3]1[CH:8]=[CH:7][CH:6]=[CH:5][CH:4]=1.C(N(CC)CC)C, predict the reaction product. The product is: [CH2:2]([N:9]1[CH2:14][CH2:13][CH2:12][C:11](=[O:15])[CH2:10]1)[C:3]1[CH:4]=[CH:5][CH:6]=[CH:7][CH:8]=1. (2) Given the reactants [C:1]([C:3]1[CH:48]=[CH:47][C:6]([CH2:7][C@@:8]2([CH3:46])[N:12]3[C:13]([C:16]([NH:18][C:19]4([C:22]([NH:24][C:25]5([C:28]6[CH:29]=[C:30]([CH:34]=[CH:35][N:36]=6)C(O)=O)[CH2:27][CH2:26]5)=[O:23])[CH2:21][CH2:20]4)=[O:17])=[CH:14][N:15]=[C:11]3[N:10]([C:37]3[CH:42]=[C:41]([Cl:43])[CH:40]=[C:39]([Cl:44])[CH:38]=3)[C:9]2=[O:45])=[CH:5][CH:4]=1)#[N:2].CN([C:52]([O:56]N1N=NC2C=CC=NC1=2)=[N+:53]([CH3:55])C)C.F[P-](F)(F)(F)(F)F.[OH2:73].C[N:75]([CH:77]=[O:78])[CH3:76], predict the reaction product. The product is: [C:3]([O:73][C:77](=[O:78])[NH:75][CH2:76][CH2:55][NH:53][C:52]([C:34]1[CH:35]=[N:36][C:28]([C:25]2([NH:24][C:22]([C:19]3([NH:18][C:16]([C:13]4[N:12]5[C@@:8]([CH2:7][C:6]6[CH:5]=[CH:4][C:3]([C:1]#[N:2])=[CH:48][CH:47]=6)([CH3:46])[C:9](=[O:45])[N:10]([C:37]6[CH:42]=[C:41]([Cl:43])[CH:40]=[C:39]([Cl:44])[CH:38]=6)[C:11]5=[N:15][CH:14]=4)=[O:17])[CH2:21][CH2:20]3)=[O:23])[CH2:26][CH2:27]2)=[CH:29][CH:30]=1)=[O:56])([CH3:48])([CH3:4])[CH3:1].